This data is from Reaction yield outcomes from USPTO patents with 853,638 reactions. The task is: Predict the reaction yield, written as a fraction of the theoretical maximum amount of product (1.0 means a 100% yield; for example, 0.34 means a 34% yield). (1) The reactants are C(OC([NH:11][C:12]1[CH:13]=[C:14]([S:25]([NH2:28])(=[O:27])=[O:26])[CH:15]=[CH:16][C:17]=1[C:18]([O:20]C(C)(C)C)=[O:19])=O)C1C=CC=CC=1.[OH:29][C:30]1[CH:31]=[C:32]([NH:46][C:47](OC2C=CC=CC=2)=[O:48])[C:33](=[CH:44][CH:45]=1)[C:34](OCC1C=CC=CC=1)=[O:35]. No catalyst specified. The product is [OH:29][C:30]1[CH:31]=[C:32]2[C:33]([C:34](=[O:35])[N:28]([S:25]([C:14]3[CH:13]=[C:12]([NH2:11])[C:17](=[CH:16][CH:15]=3)[C:18]([OH:20])=[O:19])(=[O:26])=[O:27])[C:47](=[O:48])[NH:46]2)=[CH:44][CH:45]=1. The yield is 0.0400. (2) The reactants are [N+:1]([C:4]1[C:8]2[CH:9]=[CH:10][CH:11]=[CH:12][C:7]=2[S:6][C:5]=1[S:13]([O-:16])(=[O:15])=[O:14])([O-:3])=[O:2].C(=O)([O-])[O-].[Ag+2:21].CCCCCC.C(OCC)(=O)C. The catalyst is C(#N)C.O. The product is [N+:1]([C:4]1[C:8]2[CH:9]=[CH:10][CH:11]=[CH:12][C:7]=2[S:6][C:5]=1[S:13]([O-:16])(=[O:14])=[O:15])([O-:3])=[O:2].[Ag+:21]. The yield is 0.982. (3) The reactants are [Cl:1][C:2]1[CH:3]=[CH:4][C:5]([O:24][CH3:25])=[C:6]([C:8]2[CH:17]3[CH:12]([CH:13]=[CH:14][C:15]([C:18]([F:21])([F:20])[F:19])=[CH:16]3)[NH:11][C:10](=[O:22])[C:9]=2[SH:23])[CH:7]=1.[CH2:26]([CH:28]1[O:30][CH2:29]1)Br.[OH-].[Na+]. The catalyst is CCO. The product is [Cl:1][C:2]1[CH:3]=[CH:4][C:5]([O:24][CH3:25])=[C:6]([C:8]2[CH:17]3[CH:12]([CH:13]=[CH:14][C:15]([C:18]([F:21])([F:20])[F:19])=[CH:16]3)[NH:11][C:10](=[O:22])[C:9]=2[S:23][CH2:26][CH:28]2[CH2:29][O:30]2)[CH:7]=1. The yield is 0.700. (4) The reactants are [CH3:1][O:2][C:3]1[CH:4]=[C:5]2[C:10](=[CH:11][C:12]=1[O:13][CH3:14])[N:9]=[CH:8][N:7]=[C:6]2[O:15][C:16]1[CH:22]=[CH:21][C:19]([NH2:20])=[CH:18][CH:17]=1.C1(C)C=CC=CC=1.C(N(CC)CC)C.Cl[C:38](Cl)([O:40][C:41](=[O:47])OC(Cl)(Cl)Cl)Cl.[C:49]([C:53]1[CH:58]=[CH:57][C:56]([S:59][CH2:60][CH2:61]CO)=[CH:55][CH:54]=1)([CH3:52])([CH3:51])[CH3:50]. The catalyst is C(Cl)Cl. The product is [CH3:1][O:2][C:3]1[CH:4]=[C:5]2[C:10](=[CH:11][C:12]=1[O:13][CH3:14])[N:9]=[CH:8][N:7]=[C:6]2[O:15][C:16]1[CH:22]=[CH:21][C:19]([NH:20][C:41](=[O:47])[O:40][CH2:38][CH2:61][CH2:60][S:59][C:56]2[CH:57]=[CH:58][C:53]([C:49]([CH3:50])([CH3:52])[CH3:51])=[CH:54][CH:55]=2)=[CH:18][CH:17]=1. The yield is 0.640. (5) The reactants are [CH:1]1([CH2:4][C:5]([F:24])([F:23])[CH2:6][C@H:7]([NH:11][C@@H:12]([C:17]2[CH:22]=[CH:21][CH:20]=[CH:19][CH:18]=2)[C:13]([F:16])([F:15])[F:14])[C:8](O)=[O:9])[CH2:3][CH2:2]1.CN(C(ON1N=[N:40][C:35]2[CH:36]=[CH:37]C=[N:39][C:34]1=2)=[N+](C)C)C.F[P-](F)(F)(F)(F)F.CCN(C(C)C)C(C)C.Cl.C(C1CC1)#N. The catalyst is CN(C=O)C. The product is [C:34]([C:35]1([NH:40][C:8](=[O:9])[C@@H:7]([NH:11][C@@H:12]([C:17]2[CH:18]=[CH:19][CH:20]=[CH:21][CH:22]=2)[C:13]([F:15])([F:14])[F:16])[CH2:6][C:5]([F:23])([F:24])[CH2:4][CH:1]2[CH2:3][CH2:2]2)[CH2:37][CH2:36]1)#[N:39]. The yield is 0.370. (6) The reactants are [N:1]1([CH2:7][C:8]2[CH:13]=[CH:12][C:11]([C:14]3[CH:27]=[N:26][C:17]4[NH:18][C:19]5[CH:24]=[N:23][C:22](N)=[CH:21][C:20]=5[C:16]=4[CH:15]=3)=[CH:10][CH:9]=2)[CH2:6][CH2:5][CH2:4][CH2:3][CH2:2]1.[CH3:28][S:29](Cl)(=[O:31])=[O:30].C(=O)(O)[O-].[Na+].[N:38]1C=CC=CC=1. The yield is 0.380. The catalyst is CO.C(Cl)Cl.O. The product is [N:1]1([CH2:7][C:8]2[CH:13]=[CH:12][C:11]([C:14]3[CH:27]=[N:26][C:17]4[NH:18][C:19]5[CH:24]=[N:23][C:22]([CH2:28][S:29]([NH2:38])(=[O:31])=[O:30])=[CH:21][C:20]=5[C:16]=4[CH:15]=3)=[CH:10][CH:9]=2)[CH2:2][CH2:3][CH2:4][CH2:5][CH2:6]1. (7) The reactants are P(Cl)(Cl)(Cl)(Cl)Cl.[N:7]1[CH:12]=[CH:11][CH:10]=[C:9]([S:13]([OH:16])(=O)=[O:14])[CH:8]=1.P(Cl)(Cl)([Cl:19])=O. No catalyst specified. The product is [N:7]1[CH:12]=[CH:11][CH:10]=[C:9]([S:13]([Cl:19])(=[O:16])=[O:14])[CH:8]=1. The yield is 0.360.